Dataset: Full USPTO retrosynthesis dataset with 1.9M reactions from patents (1976-2016). Task: Predict the reactants needed to synthesize the given product. Given the product [OH:2][NH:1][S:13]([C:12]1[C:7]2[C:8](=[N:4][S:5][N:6]=2)[CH:9]=[CH:10][CH:11]=1)(=[O:15])=[O:14], predict the reactants needed to synthesize it. The reactants are: [NH2:1][OH:2].O.[N:4]1[S:5][N:6]=[C:7]2[C:12]([S:13](Cl)(=[O:15])=[O:14])=[CH:11][CH:10]=[CH:9][C:8]=12.S(Cl)(Cl)(=O)=O.